From a dataset of Peptide-MHC class I binding affinity with 185,985 pairs from IEDB/IMGT. Regression. Given a peptide amino acid sequence and an MHC pseudo amino acid sequence, predict their binding affinity value. This is MHC class I binding data. The peptide sequence is QLYKEQLAKL. The MHC is HLA-A02:01 with pseudo-sequence HLA-A02:01. The binding affinity (normalized) is 0.597.